Dataset: Reaction yield outcomes from USPTO patents with 853,638 reactions. Task: Predict the reaction yield, written as a fraction of the theoretical maximum amount of product (1.0 means a 100% yield; for example, 0.34 means a 34% yield). (1) The reactants are Cl.[CH3:2][O:3][C:4](=[O:21])[CH:5]([NH:13]CC1C=CC=CC=1)[C:6]1[CH:11]=[CH:10][C:9]([F:12])=[CH:8][CH:7]=1.C([O-])=O.[NH4+]. The catalyst is C(O)(C)C.[Pd]. The product is [CH3:2][O:3][C:4](=[O:21])[CH:5]([NH2:13])[C:6]1[CH:11]=[CH:10][C:9]([F:12])=[CH:8][CH:7]=1. The yield is 0.870. (2) The product is [CH3:1][C:2]1[C:6]([C:7]([N:30]2[CH2:31][CH2:32][CH:27]([N:22]3[CH2:26][CH2:25][CH2:24][CH2:23]3)[CH2:28][CH2:29]2)=[O:8])=[C:5]([CH3:10])[N:4]([C:11]2[CH:16]=[CH:15][C:14]([O:17][C:18]([F:21])([F:19])[F:20])=[CH:13][CH:12]=2)[N:3]=1. The reactants are [CH3:1][C:2]1[C:6]([C:7](O)=[O:8])=[C:5]([CH3:10])[N:4]([C:11]2[CH:16]=[CH:15][C:14]([O:17][C:18]([F:21])([F:20])[F:19])=[CH:13][CH:12]=2)[N:3]=1.[N:22]1([CH:27]2[CH2:32][CH2:31][NH:30][CH2:29][CH2:28]2)[CH2:26][CH2:25][CH2:24][CH2:23]1. The yield is 0.950. No catalyst specified. (3) The yield is 1.00. The product is [CH2:21]([C:20]([C:17]1[CH:18]=[CH:19][C:14]([C:10]2[CH:11]=[CH:12][CH:13]=[C:8]([C@@H:6]([OH:7])[C:5]([OH:41])=[O:4])[CH:9]=2)=[C:15]([CH3:40])[CH:16]=1)([C:23]1[CH:28]=[CH:27][C:26]([CH2:29][CH2:30][CH:31]([OH:36])[C:32]([CH3:34])([CH3:35])[CH3:33])=[C:25]([CH3:37])[CH:24]=1)[CH2:38][CH3:39])[CH3:22]. The catalyst is CO. The reactants are [OH-].[Na+].C[O:4][C:5](=[O:41])[C@@H:6]([C:8]1[CH:9]=[C:10]([C:14]2[CH:19]=[CH:18][C:17]([C:20]([CH2:38][CH3:39])([C:23]3[CH:28]=[CH:27][C:26]([CH2:29][CH2:30][CH:31]([OH:36])[C:32]([CH3:35])([CH3:34])[CH3:33])=[C:25]([CH3:37])[CH:24]=3)[CH2:21][CH3:22])=[CH:16][C:15]=2[CH3:40])[CH:11]=[CH:12][CH:13]=1)[OH:7].Cl. (4) The reactants are Br[C:2]1[CH:7]=[CH:6][C:5]([S:8]([NH:11][CH:12]2[CH2:17][CH2:16][CH:15]3[CH2:18][CH:13]2[C:14]3([CH3:20])[CH3:19])(=[O:10])=[O:9])=[CH:4][CH:3]=1.[CH2:21]([OH:25])[CH2:22][C:23]#[CH:24]. The catalyst is CN(C=O)C.CCN(C(C)C)C(C)C. The product is [CH3:19][C:14]1([CH3:20])[CH:13]2[CH2:18][CH:15]1[CH2:16][CH2:17][CH:12]2[NH:11][S:8]([C:5]1[CH:6]=[CH:7][C:2]([C:24]#[C:23][CH2:22][CH2:21][OH:25])=[CH:3][CH:4]=1)(=[O:10])=[O:9]. The yield is 0.600. (5) The reactants are [F:1][C:2]1[C:7]([F:8])=[CH:6][CH:5]=[CH:4][C:3]=1[CH:9]([O:23][CH2:24][C:25](OCC)=[O:26])[C@@H:10]1[CH2:15][CH2:14][CH2:13][N:12]([C:16]([O:18][C:19]([CH3:22])([CH3:21])[CH3:20])=[O:17])[CH2:11]1.[BH4-].[Na+]. The catalyst is CO. The product is [F:1][C:2]1[C:7]([F:8])=[CH:6][CH:5]=[CH:4][C:3]=1[CH:9]([O:23][CH2:24][CH2:25][OH:26])[C@@H:10]1[CH2:15][CH2:14][CH2:13][N:12]([C:16]([O:18][C:19]([CH3:20])([CH3:21])[CH3:22])=[O:17])[CH2:11]1. The yield is 0.970. (6) The reactants are [NH2:1][C:2]1[CH:7]=[CH:6][C:5]([C:8]2[N:13]=[C:12]([N:14]3[CH2:19][CH2:18][O:17][CH2:16][CH2:15]3)[N:11]=[C:10]([C:20]3[CH:25]=[CH:24][C:23]([NH:26][C:27]([NH:29][CH3:30])=[O:28])=[CH:22][CH:21]=3)[N:9]=2)=[CH:4][CH:3]=1.C(N(CC)CC)C.[C:38]([C:41]1[CH:46]=[CH:45][C:44]([NH:47][C:48](=[O:56])OC2C=CC=CC=2)=[CH:43][CH:42]=1)(=[O:40])[NH2:39]. The catalyst is CN(C=O)C. The product is [CH3:30][NH:29][C:27]([NH:26][C:23]1[CH:22]=[CH:21][C:20]([C:10]2[N:11]=[C:12]([N:14]3[CH2:15][CH2:16][O:17][CH2:18][CH2:19]3)[N:13]=[C:8]([C:5]3[CH:4]=[CH:3][C:2]([NH:1][C:48]([NH:47][C:44]4[CH:43]=[CH:42][C:41]([C:38]([NH2:39])=[O:40])=[CH:46][CH:45]=4)=[O:56])=[CH:7][CH:6]=3)[N:9]=2)=[CH:25][CH:24]=1)=[O:28]. The yield is 0.0530. (7) The reactants are Br[C:2]1[CH:20]=[CH:19][C:5]([O:6][CH2:7][CH:8]2[CH2:13][CH2:12][N:11]([CH2:14][C:15]([F:18])([CH3:17])[CH3:16])[CH2:10][CH2:9]2)=[CH:4][C:3]=1[F:21].[F:22][C:23]1[CH:28]=[C:27]([C:29]([O:31][CH3:32])=[O:30])[CH:26]=[CH:25][C:24]=1B(O)O.C([O-])([O-])=O.[Cs+].[Cs+]. The catalyst is C1C=CC(P(C2C=CC=CC=2)[C-]2C=CC=C2)=CC=1.C1C=CC(P(C2C=CC=CC=2)[C-]2C=CC=C2)=CC=1.Cl[Pd]Cl.[Fe+2].O. The product is [F:22][C:23]1[CH:28]=[C:27]([C:29]([O:31][CH3:32])=[O:30])[CH:26]=[CH:25][C:24]=1[C:2]1[CH:20]=[CH:19][C:5]([O:6][CH2:7][CH:8]2[CH2:13][CH2:12][N:11]([CH2:14][C:15]([F:18])([CH3:17])[CH3:16])[CH2:10][CH2:9]2)=[CH:4][C:3]=1[F:21]. The yield is 0.340. (8) The catalyst is O1CCCC1. The reactants are [CH2:1]([O:3][C:4]([N:6]1[C:15]2[C:10](=[CH:11][C:12]([CH3:17])=[C:13]([CH3:16])[CH:14]=2)[N:9]([CH:18]([C:23]2[CH:28]=[C:27]([C:29]([F:32])([F:31])[F:30])[CH:26]=[C:25]([C:33]([F:36])([F:35])[F:34])[CH:24]=2)[C:19](OC)=[O:20])[CH2:8][CH:7]1[CH2:37][CH3:38])=[O:5])[CH3:2].[H-].[Al+3].[Li+].[H-].[H-].[H-]. The yield is 0.700. The product is [CH2:1]([O:3][C:4]([N:6]1[C:15]2[C:10](=[CH:11][C:12]([CH3:17])=[C:13]([CH3:16])[CH:14]=2)[N:9]([CH:18]([C:23]2[CH:28]=[C:27]([C:29]([F:30])([F:31])[F:32])[CH:26]=[C:25]([C:33]([F:36])([F:34])[F:35])[CH:24]=2)[CH2:19][OH:20])[CH2:8][CH:7]1[CH2:37][CH3:38])=[O:5])[CH3:2]. (9) The product is [CH3:1][O:2][C:3]1[C:12]([NH:13][C:14]([N:33]2[CH2:34][CH2:35][N:30]([C:26]3[CH:27]=[CH:28][CH:29]=[C:24]([CH3:23])[CH:25]=3)[CH2:31][CH2:32]2)=[O:18])=[N:11][C:10]2[C:5](=[CH:6][C:7]([O:21][CH3:22])=[C:8]([O:19][CH3:20])[CH:9]=2)[N:4]=1. The reactants are [CH3:1][O:2][C:3]1[C:12]([NH:13][C:14](=[O:18])OCC)=[N:11][C:10]2[C:5](=[CH:6][C:7]([O:21][CH3:22])=[C:8]([O:19][CH3:20])[CH:9]=2)[N:4]=1.[CH3:23][C:24]1[CH:25]=[C:26]([N:30]2[CH2:35][CH2:34][NH:33][CH2:32][CH2:31]2)[CH:27]=[CH:28][CH:29]=1. No catalyst specified. The yield is 0.560.